This data is from Forward reaction prediction with 1.9M reactions from USPTO patents (1976-2016). The task is: Predict the product of the given reaction. (1) Given the reactants C[O:2][C:3]([C:5]1([NH:12][C:13](=[O:32])[C:14]2[CH:19]=[CH:18][C:17]([O:20][CH3:21])=[C:16]([O:22][CH2:23][CH2:24][C:25]3[CH:26]=[C:27]([CH3:31])[CH:28]=[CH:29][CH:30]=3)[CH:15]=2)[CH2:10][CH:9]2[O:11][CH:6]1[CH2:7][CH2:8]2)=[O:4].[OH-].[Na+], predict the reaction product. The product is: [CH3:21][O:20][C:17]1[CH:18]=[CH:19][C:14]([C:13]([NH:12][C:5]2([C:3]([OH:4])=[O:2])[CH2:10][CH:9]3[O:11][CH:6]2[CH2:7][CH2:8]3)=[O:32])=[CH:15][C:16]=1[O:22][CH2:23][CH2:24][C:25]1[CH:26]=[C:27]([CH3:31])[CH:28]=[CH:29][CH:30]=1. (2) Given the reactants [Cl:1][C:2]1[CH:3]=[C:4]([CH:25]=[C:26]([Cl:28])[CH:27]=1)[O:5][C:6]1[C:7]([CH2:23][CH3:24])=[N:8][N:9]([CH2:13][CH2:14][NH:15][C:16](=[O:22])[O:17][C:18]([CH3:21])([CH3:20])[CH3:19])[C:10]=1[CH2:11][OH:12].[CH2:29](I)[CH3:30], predict the reaction product. The product is: [Cl:1][C:2]1[CH:3]=[C:4]([CH:25]=[C:26]([Cl:28])[CH:27]=1)[O:5][C:6]1[C:7]([CH2:23][CH3:24])=[N:8][N:9]([CH2:13][CH2:14][NH:15][C:16](=[O:22])[O:17][C:18]([CH3:20])([CH3:21])[CH3:19])[C:10]=1[CH2:11][O:12][CH2:29][CH3:30]. (3) The product is: [C:20]([O:19][C:17](=[O:18])[N:11]([CH2:7][C:6]1[CH:9]=[C:2]([Br:1])[CH:3]=[CH:4][C:5]=1[OH:10])[CH2:12][CH2:13][OH:14])([CH3:23])([CH3:22])[CH3:21]. Given the reactants [Br:1][C:2]1[CH:3]=[CH:4][C:5]([OH:10])=[C:6]([CH:9]=1)[CH:7]=O.[NH2:11][CH2:12][CH2:13][OH:14].[BH4-].[Na+].[C:17](O[C:17]([O:19][C:20]([CH3:23])([CH3:22])[CH3:21])=[O:18])([O:19][C:20]([CH3:23])([CH3:22])[CH3:21])=[O:18], predict the reaction product.